This data is from Reaction yield outcomes from USPTO patents with 853,638 reactions. The task is: Predict the reaction yield, written as a fraction of the theoretical maximum amount of product (1.0 means a 100% yield; for example, 0.34 means a 34% yield). The reactants are [CH:1]1([C:7]([OH:9])=O)[CH2:6][CH2:5][CH2:4][CH2:3][CH2:2]1.C1C=CC2N(O)N=NC=2C=1.CCN=C=NCCCN(C)C.[NH:31]1[CH2:34][CH:33]([C:35]([N:37]2[CH2:43][CH2:42][CH2:41][N:40]([CH:44]3[CH2:47][CH2:46][CH2:45]3)[CH2:39][CH2:38]2)=[O:36])[CH2:32]1.CCN(C(C)C)C(C)C. The catalyst is C(Cl)Cl.CN(C=O)C.C(Cl)Cl. The product is [CH:44]1([N:40]2[CH2:41][CH2:42][CH2:43][N:37]([C:35]([CH:33]3[CH2:32][N:31]([C:7]([CH:1]4[CH2:2][CH2:3][CH2:4][CH2:5][CH2:6]4)=[O:9])[CH2:34]3)=[O:36])[CH2:38][CH2:39]2)[CH2:47][CH2:46][CH2:45]1. The yield is 0.820.